From a dataset of Peptide-MHC class I binding affinity with 185,985 pairs from IEDB/IMGT. Regression. Given a peptide amino acid sequence and an MHC pseudo amino acid sequence, predict their binding affinity value. This is MHC class I binding data. (1) The peptide sequence is LYKTIVNIW. The MHC is HLA-B15:17 with pseudo-sequence HLA-B15:17. The binding affinity (normalized) is 0.0847. (2) The peptide sequence is QVIEYLKPY. The MHC is HLA-A23:01 with pseudo-sequence HLA-A23:01. The binding affinity (normalized) is 0.0847. (3) The peptide sequence is YLMHPAQTSQW. The MHC is Mamu-B17 with pseudo-sequence Mamu-B17. The binding affinity (normalized) is 0.204. (4) The peptide sequence is MPAYIRNTL. The MHC is HLA-B14:02 with pseudo-sequence HLA-B14:02. The binding affinity (normalized) is 0.435. (5) The binding affinity (normalized) is 0.425. The peptide sequence is ETRAETWMSS. The MHC is HLA-A26:01 with pseudo-sequence HLA-A26:01.